Task: Predict which catalyst facilitates the given reaction.. Dataset: Catalyst prediction with 721,799 reactions and 888 catalyst types from USPTO (1) Reactant: C1(SC)C=CC=CC=1.C([O:16][C:17]1[CH:22]=[CH:21][C:20]([C:23]2[O:27][C:26]([CH2:28][S:29][C:30]3[CH:35]=[CH:34][N:33]=[CH:32][CH:31]=3)=[N:25][C:24]=2[C:36]2[CH:37]=[CH:38][C:39]([O:42][CH3:43])=[N:40][CH:41]=2)=[CH:19][CH:18]=1)C1C=CC=CC=1. Product: [CH3:43][O:42][C:39]1[N:40]=[CH:41][C:36]([C:24]2[N:25]=[C:26]([CH2:28][S:29][C:30]3[CH:31]=[CH:32][N:33]=[CH:34][CH:35]=3)[O:27][C:23]=2[C:20]2[CH:19]=[CH:18][C:17]([OH:16])=[CH:22][CH:21]=2)=[CH:37][CH:38]=1. The catalyst class is: 55. (2) Reactant: [CH3:1][O:2][C:3]([C:5]1[C:6]([C:18]#[C:19][CH2:20][O:21][CH3:22])=[N:7][C:8]([N:12]2[CH2:17][CH2:16][O:15][CH2:14][CH2:13]2)=[CH:9][C:10]=1[CH3:11])=[O:4]. Product: [CH3:1][O:2][C:3]([C:5]1[C:6]([CH2:18][CH2:19][CH2:20][O:21][CH3:22])=[N:7][C:8]([N:12]2[CH2:17][CH2:16][O:15][CH2:14][CH2:13]2)=[CH:9][C:10]=1[CH3:11])=[O:4]. The catalyst class is: 19.